From a dataset of Full USPTO retrosynthesis dataset with 1.9M reactions from patents (1976-2016). Predict the reactants needed to synthesize the given product. (1) Given the product [OH:1][C:2]1[CH:3]=[C:4]([CH:5]=[O:6])[CH:7]=[C:8]2[C:9]=1[O:10][C:12]([CH3:16])([CH3:11])[CH:13]=[CH:14]2, predict the reactants needed to synthesize it. The reactants are: [OH:1][C:2]1[CH:3]=[C:4]([CH:7]=[CH:8][C:9]=1[OH:10])[CH:5]=[O:6].[CH3:11][C:12]([CH3:16])=[CH:13][CH:14]=O. (2) The reactants are: FC1C=C(OC)C=C(F)C=1[C:11]1=[C:12]([CH:42]=[CH:43][C:44]2[C:52]([CH3:54])([CH3:53])[C:51]3[C:46](=[CH:47][CH:48]=[C:49]([S:55]([O-:58])(=[O:57])=[O:56])[CH:50]=3)[N+:45]=2[CH2:59][CH2:60][CH2:61][CH2:62][S:63]([O-:66])(=[O:65])=[O:64])[CH2:13][CH2:14][CH2:15]/[C:16]/1=[CH:17]\[CH:18]=[C:19]1\[N:20]([CH2:34][CH2:35][CH2:36][CH2:37][S:38]([O-:41])(=[O:40])=[O:39])[C:21]2[C:26]([C:27]\1([CH3:29])[CH3:28])=[CH:25][C:24]([S:30]([O-:33])(=[O:32])=[O:31])=[CH:23][CH:22]=2.[Na+:67].[Na+].[Na+].B([C:73]1[C:74]([F:87])=[C:75]([CH:83]=[CH:84][C:85]=1[F:86])[O:76][CH2:77][CH2:78][CH2:79][C:80]([OH:82])=[O:81])(O)O. Given the product [C:80]([CH2:79][CH2:78][CH2:77][O:76][C:75]1[C:74]([F:87])=[C:73]([C:11]2=[C:16]([CH:17]=[CH:18][C:19]3[C:27]([CH3:29])([CH3:28])[C:26]4[C:21](=[CH:22][CH:23]=[C:24]([S:30]([O-:33])(=[O:31])=[O:32])[CH:25]=4)[N+:20]=3[CH2:34][CH2:35][CH2:36][CH2:37][S:38]([O-:41])(=[O:40])=[O:39])[CH2:15][CH2:14][CH2:13]/[C:12]/2=[CH:42]\[CH:43]=[C:44]2\[N:45]([CH2:59][CH2:60][CH2:61][CH2:62][S:63]([O-:66])(=[O:65])=[O:64])[C:46]3[C:51]([C:52]\2([CH3:54])[CH3:53])=[CH:50][C:49]([S:55]([O-:58])(=[O:56])=[O:57])=[CH:48][CH:47]=3)[C:85]([F:86])=[CH:84][CH:83]=1)([OH:82])=[O:81].[Na+:67].[Na+:67].[Na+:67], predict the reactants needed to synthesize it. (3) Given the product [NH2:1][C:2]1[C:7]([C:8]([NH:12][C:13]2[CH:18]=[CH:17][CH:16]=[CH:15][CH:14]=2)=[O:10])=[CH:6][C:5]([Br:11])=[CH:4][N:3]=1, predict the reactants needed to synthesize it. The reactants are: [NH2:1][C:2]1[C:7]([C:8]([OH:10])=O)=[CH:6][C:5]([Br:11])=[CH:4][N:3]=1.[NH2:12][C:13]1[CH:18]=[CH:17][CH:16]=[CH:15][CH:14]=1.CS(N1C2C=CC=CC=2N=N1)(=O)=O.CCN(C(C)C)C(C)C. (4) Given the product [NH2:7][CH2:8][C:9]1[CH:10]=[C:11]2[C:15]([CH2:14][NH:13][C:12]2=[O:18])=[CH:16][CH:17]=1, predict the reactants needed to synthesize it. The reactants are: C(OC(=O)[NH:7][CH2:8][C:9]1[CH:10]=[C:11]2[C:15](=[CH:16][CH:17]=1)[CH2:14][NH:13][C:12]2=[O:18])(C)(C)C. (5) Given the product [CH2:2]([O:9][C:10]1[CH:15]=[CH:14][C:13]([CH2:16][CH2:17][CH2:18][CH2:19][CH2:20][S:21]([Cl:27])(=[O:24])=[O:22])=[CH:12][CH:11]=1)[C:3]1[CH:8]=[CH:7][CH:6]=[CH:5][CH:4]=1, predict the reactants needed to synthesize it. The reactants are: [Na+].[CH2:2]([O:9][C:10]1[CH:15]=[CH:14][C:13]([CH2:16][CH2:17][CH2:18][CH2:19][CH2:20][S:21]([O-:24])(=O)=[O:22])=[CH:12][CH:11]=1)[C:3]1[CH:8]=[CH:7][CH:6]=[CH:5][CH:4]=1.S(Cl)([Cl:27])=O.CN(C=O)C. (6) Given the product [CH3:1][S:2]([NH:5][C:6]1[CH:17]=[CH:16][C:9]2[S:10][C:11]([C:13]([NH:45][C:44]3[CH:46]=[CH:47][CH:48]=[C:42]([C:39]4([C:33]5[CH:38]=[CH:37][CH:36]=[CH:35][CH:34]=5)[CH2:41][CH2:40]4)[CH:43]=3)=[O:15])=[CH:12][C:8]=2[CH:7]=1)(=[O:3])=[O:4], predict the reactants needed to synthesize it. The reactants are: [CH3:1][S:2]([NH:5][C:6]1[CH:17]=[CH:16][C:9]2[S:10][C:11]([C:13]([OH:15])=O)=[CH:12][C:8]=2[CH:7]=1)(=[O:4])=[O:3].C1(C(C2C=C(C=CC=2)N)=C)C=CC=CC=1.[C:33]1([C:39]2([C:42]3[CH:43]=[C:44]([CH:46]=[CH:47][CH:48]=3)[NH2:45])[CH2:41][CH2:40]2)[CH:38]=[CH:37][CH:36]=[CH:35][CH:34]=1.CN(C(ON1N=NC2C=CC=NC1=2)=[N+](C)C)C.F[P-](F)(F)(F)(F)F.CCN(C(C)C)C(C)C. (7) Given the product [CH2:14]([O:13][C:11]([N:10]1[CH:8]2[CH2:7][CH2:6][CH:5]1[CH2:4][CH:3]([C:1]([OH:16])=[O:2])[CH2:9]2)=[O:12])[CH3:15], predict the reactants needed to synthesize it. The reactants are: [CH:1]([CH:3]1[CH2:9][CH:8]2[N:10]([C:11]([O:13][CH2:14][CH3:15])=[O:12])[CH:5]([CH2:6][CH2:7]2)[CH2:4]1)=[O:2].[O-:16][Mn](=O)(=O)=O.[K+]. (8) Given the product [CH3:18][C:3]1[C:4]([NH:11][C:12](=[O:17])[C:13]([F:16])([F:15])[F:14])=[C:5]([C:7]([O:9][CH3:10])=[O:8])[S:6][C:2]=1[C:19]1[CH:24]=[CH:23][CH:22]=[CH:21][CH:20]=1, predict the reactants needed to synthesize it. The reactants are: Br[C:2]1[S:6][C:5]([C:7]([O:9][CH3:10])=[O:8])=[C:4]([NH:11][C:12](=[O:17])[C:13]([F:16])([F:15])[F:14])[C:3]=1[CH3:18].[C:19]1(B(O)O)[CH:24]=[CH:23][CH:22]=[CH:21][CH:20]=1.[F-].[K+].